Dataset: TCR-epitope binding with 47,182 pairs between 192 epitopes and 23,139 TCRs. Task: Binary Classification. Given a T-cell receptor sequence (or CDR3 region) and an epitope sequence, predict whether binding occurs between them. The epitope is KLPDDFTGCV. The TCR CDR3 sequence is CASSPLEPNINQPQHF. Result: 1 (the TCR binds to the epitope).